Task: Regression/Classification. Given a drug SMILES string, predict its absorption, distribution, metabolism, or excretion properties. Task type varies by dataset: regression for continuous measurements (e.g., permeability, clearance, half-life) or binary classification for categorical outcomes (e.g., BBB penetration, CYP inhibition). Dataset: cyp2d6_veith.. Dataset: CYP2D6 inhibition data for predicting drug metabolism from PubChem BioAssay (1) The result is 0 (non-inhibitor). The compound is COc1ccc(NC(=O)c2cc3sccc3n2Cc2ccc(F)cc2)cc1OC. (2) The compound is CC1(C)CC(NCc2ccc3c(c2)OCO3)CCO1. The result is 1 (inhibitor). (3) The result is 0 (non-inhibitor). The drug is COc1ccc(/C=N/NC(=O)C2CCN(c3ncc(C(F)(F)F)cc3Cl)CC2)cc1. (4) The compound is CC1Cc2ccccc2N1C(=O)CSc1nnnn1C(C)C. The result is 0 (non-inhibitor). (5) The compound is CCCS(=O)(=O)N1CCCC(C(=O)NCCN(Cc2ccccc2)C(C)C)C1. The result is 1 (inhibitor). (6) The drug is Cc1ncc([N+](=O)[O-])n1CC(=O)NCc1ccccc1. The result is 0 (non-inhibitor). (7) The compound is CCOc1ccc(/C(O)=C2/C(=O)C(=O)N(CC3CCCO3)C2c2ccc(C)o2)cc1. The result is 0 (non-inhibitor). (8) The compound is CCCc1noc2c1/C(=N\O)CCC2. The result is 0 (non-inhibitor).